This data is from Reaction yield outcomes from USPTO patents with 853,638 reactions. The task is: Predict the reaction yield, written as a fraction of the theoretical maximum amount of product (1.0 means a 100% yield; for example, 0.34 means a 34% yield). (1) The reactants are [I:1][C:2]1[CH:7]=[CH:6][C:5]([CH2:8][C:9]([OH:11])=[O:10])=[CH:4][CH:3]=1.Cl.[CH3:13]O. The catalyst is O1CCOCC1. The product is [I:1][C:2]1[CH:3]=[CH:4][C:5]([CH2:8][C:9]([O:11][CH3:13])=[O:10])=[CH:6][CH:7]=1. The yield is 0.980. (2) The reactants are [C:1]([O:5][C:6]([N:8]1[CH2:13][CH2:12][C:11]2([CH2:18][CH2:17][NH:16][CH2:15][CH2:14]2)[CH2:10][CH2:9]1)=[O:7])([CH3:4])([CH3:3])[CH3:2].Cl[CH:20](Cl)C.C(O[BH-](OC(=O)C)OC(=O)C)(=O)C.[Na+].C(=O)([O-])O.[Na+]. The catalyst is O. The product is [OH-:5].[NH4+:8].[C:1]([O:5][C:6]([N:8]1[CH2:13][CH2:12][C:11]2([CH2:18][CH2:17][N:16]([CH3:20])[CH2:15][CH2:14]2)[CH2:10][CH2:9]1)=[O:7])([CH3:4])([CH3:2])[CH3:3]. The yield is 0.0100. (3) The reactants are [F:1][C:2]1[CH:7]=[C:6]([F:8])[CH:5]=[CH:4][C:3]=1[N:9]1[C:13]([C:14]2[S:23][C:22]3[C:21]4[N:24]=[C:25]([N:28]5[CH2:33][C@H:32]([CH3:34])[NH:31][C@H:30]([CH3:35])[CH2:29]5)[CH:26]=[CH:27][C:20]=4[O:19][CH2:18][CH2:17][C:16]=3[CH:15]=2)=[N:12][CH:11]=[N:10]1.Br[CH2:37][CH2:38][F:39].C(=O)([O-])[O-].[Cs+].[Cs+]. The catalyst is CN(C)C=O. The product is [F:1][C:2]1[CH:7]=[C:6]([F:8])[CH:5]=[CH:4][C:3]=1[N:9]1[C:13]([C:14]2[S:23][C:22]3[C:21]4[N:24]=[C:25]([N:28]5[CH2:33][C@H:32]([CH3:34])[N:31]([CH2:37][CH2:38][F:39])[C@H:30]([CH3:35])[CH2:29]5)[CH:26]=[CH:27][C:20]=4[O:19][CH2:18][CH2:17][C:16]=3[CH:15]=2)=[N:12][CH:11]=[N:10]1. The yield is 0.280. (4) The reactants are C(N(CC)CC)C.Cl[C:9]1[N:14]=[C:13]([C:15]2[C:16]([CH3:25])=[C:17]([C:20]([O:23][CH3:24])=[CH:21][CH:22]=2)[CH:18]=[O:19])[CH:12]=[CH:11][N:10]=1.O.[C:27]([O:30][CH2:31]C)(=[O:29])C. The catalyst is CN(C=O)C.CO. The product is [CH:18]([C:17]1[C:16]([CH3:25])=[C:15]([C:13]2[CH:12]=[CH:11][N:10]=[C:9]([C:27]([O:30][CH3:31])=[O:29])[N:14]=2)[CH:22]=[CH:21][C:20]=1[O:23][CH3:24])=[O:19]. The yield is 0.330. (5) The reactants are Br[C:2]1[CH:23]=[CH:22][C:5]([C:6]([NH:8][S:9]([C:12]2[CH:17]=[CH:16][CH:15]=[CH:14][C:13]=2[S:18](=[O:21])(=[O:20])[NH2:19])(=[O:11])=[O:10])=[O:7])=[CH:4][C:3]=1[O:24][CH:25]([CH3:27])[CH3:26].[C:28]([CH:30]1[CH2:32][CH2:31]1)#[CH:29]. No catalyst specified. The product is [CH:30]1([C:28]#[C:29][C:2]2[CH:23]=[CH:22][C:5]([C:6]([NH:8][S:9]([C:12]3[CH:17]=[CH:16][CH:15]=[CH:14][C:13]=3[S:18](=[O:21])(=[O:20])[NH2:19])(=[O:11])=[O:10])=[O:7])=[CH:4][C:3]=2[O:24][CH:25]([CH3:27])[CH3:26])[CH2:32][CH2:31]1. The yield is 0.160. (6) The reactants are C(=[N:14][C:15]1[CH:20]=[CH:19][CH:18]=[C:17]([C:21]([CH3:29])([N:23]2[CH2:28][CH2:27][O:26][CH2:25][CH2:24]2)[CH3:22])[CH:16]=1)(C1C=CC=CC=1)C1C=CC=CC=1.C([O-])(=O)C.[Na+].Cl.NO. The catalyst is CO. The product is [CH3:29][C:21]([C:17]1[CH:16]=[C:15]([NH2:14])[CH:20]=[CH:19][CH:18]=1)([N:23]1[CH2:28][CH2:27][O:26][CH2:25][CH2:24]1)[CH3:22]. The yield is 0.790. (7) The reactants are [N:1]12[CH2:8][CH2:7][CH:4]([CH2:5][CH2:6]1)[C@@H:3]([O:9][C:10]1[N:15]=[CH:14][C:13]([C:16]3[CH:17]=[CH:18][C:19]4[O:23][C:22](=[O:24])[NH:21][C:20]=4[CH:25]=3)=[CH:12][N:11]=1)[CH2:2]2.[ClH:26]. The catalyst is CCOC(C)=O. The product is [ClH:26].[ClH:26].[N:1]12[CH2:8][CH2:7][CH:4]([CH2:5][CH2:6]1)[C@@H:3]([O:9][C:10]1[N:11]=[CH:12][C:13]([C:16]3[CH:17]=[CH:18][C:19]4[O:23][C:22](=[O:24])[NH:21][C:20]=4[CH:25]=3)=[CH:14][N:15]=1)[CH2:2]2. The yield is 0.830. (8) The reactants are [CH2:1]([NH:3][C:4]([NH:6][C:7]1[CH:12]=[CH:11][C:10]([B:13]2[O:17][C:16]([CH3:19])([CH3:18])[C:15]([CH3:21])([CH3:20])[O:14]2)=[C:9]([F:22])[CH:8]=1)=[O:5])[CH3:2].F[C:24]1C=C(C=CC=1B1OC(C)(C)C(C)(C)O1)N.C1(N=C=O)CC1. No catalyst specified. The product is [CH:1]1([NH:3][C:4]([NH:6][C:7]2[CH:12]=[CH:11][C:10]([B:13]3[O:14][C:15]([CH3:21])([CH3:20])[C:16]([CH3:19])([CH3:18])[O:17]3)=[C:9]([F:22])[CH:8]=2)=[O:5])[CH2:24][CH2:2]1. The yield is 1.00. (9) The reactants are [CH3:1][C:2]1([CH3:14])[O:6][C@@H:5]([CH2:7][CH2:8]OS(C)(=O)=O)[CH2:4][O:3]1.[N-:15]=[N+:16]=[N-:17].[Na+]. The catalyst is CN(C)C=O. The product is [N:15]([CH2:8][CH2:7][C@H:5]1[CH2:4][O:3][C:2]([CH3:14])([CH3:1])[O:6]1)=[N+:16]=[N-:17]. The yield is 0.880.